This data is from Experimentally validated miRNA-target interactions with 360,000+ pairs, plus equal number of negative samples. The task is: Binary Classification. Given a miRNA mature sequence and a target amino acid sequence, predict their likelihood of interaction. (1) The miRNA is hsa-miR-6500-5p with sequence AGGAGCUAUCCACUCCAGGUGUCC. The protein sequence of the target gene is MEEAKNMALLFFMDHLMQKNGRRTIHDLSCQFGARGFSEEMRNAVGTTQEGLTEFLQGHPSLFTVEGDQVILNGHNDLNAKNNPLLQSGIRSRNYEKEAVDFFVTKLTKFGPELQIKSLLGHRSQAAPEVRLVSGRHLKEFCEFLQSQVDYFVVEGDRVRLKNMPEPDENAIEMDDEGRPLAGVKAKQAAVEYLKSVLEQNEDQPIPLDQFYQNFCQRFSHTIRQDVATNPKELLQFLKLNRGLFFIRSNKVSLVKNRLNEDGSENGSDEGEETNNNGMFPLDQSALTRIHFVKALKPAQ.... Result: 0 (no interaction). (2) The miRNA is hsa-miR-512-5p with sequence CACUCAGCCUUGAGGGCACUUUC. The protein sequence of the target gene is MPRTKQIHPRNLRDKIEEAQKELNGAEVSKKEILQAGVKGTSESLKGVKRKKIVAENHLKKIPKSPLRNPLQAKHKQNTEESSFAVLHSASESHKKQNYIPVKNGKQFTKQNGETPGIIAEASKSEESVSPKKPLFLQQPSELRRWRSEGADPAKFSDLDEQCDSSSLSSKTRTDNSECISSHCGTTSPSYTNTAFDVLLKAMEPELSTLSQKGSPCAIKTEKLRPNKTARSPPKLKNSSMDAPNQTSQELVAESQSSCTSYTVHMSAAQKNEQGAMQSASHLYHQHEHFVPKSNQHNQQ.... Result: 0 (no interaction). (3) The miRNA is mmu-miR-380-5p with sequence AUGGUUGACCAUAGAACAUGCG. The protein sequence of the target gene is MSNVSEERRKRQQNIKEGLQFIQSPLSYPGTQEQYAVYLRALVRNLFNEGNDVYREHDWNNSISQYTEALNIADYAKSEEILIPKEIIEKLYINRIACYSNMGFHDKVLEDCNIVLSLNASNCKALYRKSKALSDLGRYKKAYDAVAKCSLAVPQDEHVIKLTQELAQKLGFKIRKAYVRAELSLKSVPGDGATKALNHSVEDIEPDLLTPRQEAVPVVSLPAPSFSHEVGSELASVPVMPLTSILPLQVEESALPSAVLANGGKMPFTMPEAFLDDGDMVLGDELDDLLDSAPETNETV.... Result: 0 (no interaction). (4) The miRNA is hsa-miR-3185 with sequence AGAAGAAGGCGGUCGGUCUGCGG. The protein sequence of the target gene is MGRLASRPLLLALLSLALCRGRVVRVPTATLVRVVGTELVIPCNVSDYDGPSEQNFDWSFSSLGSSFVELASTWEVGFPAQLYQERLQRGEILLRRTANDAVELHIKNVQPSDQGHYKCSTPSTDATVQGNYEDTVQVKVLADSLHVGPSARPPPSLSLREGEPFELRCTAASASPLHTHLALLWEVHRGPARRSVLALTHEGRFHPGLGYEQRYHSGDVRLDTVGSDAYRLSVSRALSADQGSYRCIVSEWIAEQGNWQEIQEKAVEVATVVIQPSVLRAAVPKNVSVAEGKELDLTCN.... Result: 1 (interaction).